From a dataset of Reaction yield outcomes from USPTO patents with 853,638 reactions. Predict the reaction yield, written as a fraction of the theoretical maximum amount of product (1.0 means a 100% yield; for example, 0.34 means a 34% yield). (1) The reactants are Cl.[C:2]([C:4]1[CH:9]=[CH:8][C:7]([NH:10][NH2:11])=[CH:6][CH:5]=1)#[N:3].[CH3:12][C:13]([CH3:20])([CH3:19])[C:14](=O)[CH2:15][C:16]#[N:17]. The catalyst is CCO. The product is [NH2:17][C:16]1[N:10]([C:7]2[CH:8]=[CH:9][C:4]([C:2]#[N:3])=[CH:5][CH:6]=2)[N:11]=[C:14]([C:13]([CH3:20])([CH3:19])[CH3:12])[CH:15]=1. The yield is 0.950. (2) The reactants are [Br:1][C:2]1[CH:3]=[C:4]([C:8]([C:13]2[CH:18]=[CH:17][CH:16]=[C:15]([Br:19])[CH:14]=2)([CH2:11][OH:12])[CH2:9][OH:10])[CH:5]=[CH:6][CH:7]=1.[CH3:20][S:21](Cl)(=[O:23])=[O:22].CCN(CC)CC. The catalyst is ClCCl. The product is [CH3:20][S:21]([O:12][CH2:11][C:8]([C:13]1[CH:18]=[CH:17][CH:16]=[C:15]([Br:19])[CH:14]=1)([C:4]1[CH:5]=[CH:6][CH:7]=[C:2]([Br:1])[CH:3]=1)[CH2:9][O:10][S:21]([CH3:20])(=[O:23])=[O:22])(=[O:23])=[O:22]. The yield is 0.380. (3) The reactants are [NH2:1][CH2:2][CH:3]([OH:15])[CH2:4][N:5]1[CH2:14][CH2:13][C:12]2[C:7](=[CH:8][CH:9]=[CH:10][CH:11]=2)[CH2:6]1.[Br:16][C:17]1[CH:18]=[N:19][CH:20]=[C:21]([CH:25]=1)[C:22](O)=[O:23].CN(C(ON1N=NC2C=CC=NC1=2)=[N+](C)C)C.F[P-](F)(F)(F)(F)F. The catalyst is C(Cl)Cl.O. The product is [Br:16][C:17]1[CH:18]=[N:19][CH:20]=[C:21]([CH:25]=1)[C:22]([NH:1][CH2:2][CH:3]([OH:15])[CH2:4][N:5]1[CH2:14][CH2:13][C:12]2[C:7](=[CH:8][CH:9]=[CH:10][CH:11]=2)[CH2:6]1)=[O:23]. The yield is 0.340. (4) The reactants are C(OC([N:8]1[CH2:13][CH2:12][CH:11]([N:14]2[C:18]3=[N:19][CH:20]=[N:21][C:22]([O:23][C:24]4[C:25]([CH3:30])=[N:26][CH:27]=[CH:28][CH:29]=4)=[C:17]3[CH:16]=[N:15]2)[CH2:10][CH2:9]1)=O)(C)(C)C.C(=O)([O-])[O-]. The catalyst is FC(F)(F)C(O)=O.ClCCl. The product is [CH3:30][C:25]1[C:24]([O:23][C:22]2[N:21]=[CH:20][N:19]=[C:18]3[N:14]([CH:11]4[CH2:12][CH2:13][NH:8][CH2:9][CH2:10]4)[N:15]=[CH:16][C:17]=23)=[CH:29][CH:28]=[CH:27][N:26]=1. The yield is 0.680.